Dataset: Reaction yield outcomes from USPTO patents with 853,638 reactions. Task: Predict the reaction yield, written as a fraction of the theoretical maximum amount of product (1.0 means a 100% yield; for example, 0.34 means a 34% yield). The reactants are [Br:1][C:2]1[CH:3]=[N:4][N:5]2[CH:10]=[CH:9][C:8](Cl)=[N:7][C:6]=12.[NH2:12][CH2:13][CH2:14][N:15]([CH3:23])[C:16](=[O:22])[O:17][C:18]([CH3:21])([CH3:20])[CH3:19].C(O)(C)C.C(N(CC)CC)C. The catalyst is CCOC(C)=O. The product is [Br:1][C:2]1[CH:3]=[N:4][N:5]2[CH:10]=[CH:9][C:8]([NH:12][CH2:13][CH2:14][N:15]([CH3:23])[C:16](=[O:22])[O:17][C:18]([CH3:19])([CH3:20])[CH3:21])=[N:7][C:6]=12. The yield is 0.820.